Dataset: Reaction yield outcomes from USPTO patents with 853,638 reactions. Task: Predict the reaction yield, written as a fraction of the theoretical maximum amount of product (1.0 means a 100% yield; for example, 0.34 means a 34% yield). (1) The reactants are [N+]([O-])(O)=O.[N+:5]([C:8]1[CH:18]=[CH:17][C:11]2[CH2:12][CH2:13][NH:14][CH2:15][CH2:16][C:10]=2[CH:9]=1)([O-:7])=[O:6].C(=O)([O-])[O-].[F:23][C:24]([F:29])([F:28])[C@@H:25]1[CH2:27][O:26]1. The catalyst is C1COCC1. The product is [F:23][C:24]([F:29])([F:28])[C@@H:25]([OH:26])[CH2:27][N:14]1[CH2:15][CH2:16][C:10]2[CH:9]=[C:8]([N+:5]([O-:7])=[O:6])[CH:18]=[CH:17][C:11]=2[CH2:12][CH2:13]1. The yield is 0.950. (2) The reactants are C(#N)C.[NH2:4][C:5]1[CH:10]=[CH:9][C:8]([SH:11])=[CH:7][CH:6]=1.C(N(CC)CC)C.I[C:20]([F:29])([F:28])[C:21]([F:27])([F:26])[C:22]([F:25])([F:24])[F:23]. The catalyst is CCOCC. The product is [F:26][C:21]([F:27])([C:22]([F:25])([F:24])[F:23])[C:20]([F:29])([F:28])[S:11][C:8]1[CH:9]=[CH:10][C:5]([NH2:4])=[CH:6][CH:7]=1. The yield is 0.630.